This data is from Full USPTO retrosynthesis dataset with 1.9M reactions from patents (1976-2016). The task is: Predict the reactants needed to synthesize the given product. (1) Given the product [O:6]([C:17]1[CH:18]=[CH:19][CH:20]=[CH:21][N:16]=1)[S:3]([C:2]([F:15])([F:14])[F:1])(=[O:4])=[O:5], predict the reactants needed to synthesize it. The reactants are: [F:1][C:2]([F:15])([F:14])[S:3]([O:6]S(C(F)(F)F)(=O)=O)(=[O:5])=[O:4].[N:16]1[CH:21]=[CH:20][CH:19]=[CH:18][CH:17]=1. (2) Given the product [N:10]1([CH2:9][C:5]2[NH:6][N:7]=[CH:8][C:3](=[O:2])[CH:4]=2)[CH:14]=[CH:13][N:12]=[CH:11]1, predict the reactants needed to synthesize it. The reactants are: C[O:2][C:3]1[CH:4]=[C:5]([CH2:9][N:10]2[CH:14]=[CH:13][N:12]=[CH:11]2)[N:6]=[N:7][CH:8]=1.[OH-].[Na+]. (3) Given the product [NH2:1][C:4]1[CH:9]=[CH:8][CH:7]=[CH:6][C:5]=1[C:10]1[CH:15]=[CH:14][CH:13]=[CH:12][C:11]=1[NH2:16], predict the reactants needed to synthesize it. The reactants are: [N+:1]([C:4]1[CH:9]=[CH:8][CH:7]=[CH:6][C:5]=1[C:10]1[CH:15]=[CH:14][CH:13]=[CH:12][C:11]=1[N+:16]([O-])=O)([O-])=O. (4) Given the product [CH2:12]([N:14]([CH2:24][CH3:25])[C:15](=[O:23])[C:16]1[CH:21]=[CH:20][C:19]([CH:32]([OH:33])[C:31]2[CH:34]=[CH:35][CH:36]=[C:29]([N+:26]([O-:28])=[O:27])[CH:30]=2)=[CH:18][CH:17]=1)[CH3:13], predict the reactants needed to synthesize it. The reactants are: [Li]CCCC.C([Mg]Cl)CCC.[CH2:12]([N:14]([CH2:24][CH3:25])[C:15](=[O:23])[C:16]1[CH:21]=[CH:20][C:19](Br)=[CH:18][CH:17]=1)[CH3:13].[N+:26]([C:29]1[CH:30]=[C:31]([CH:34]=[CH:35][CH:36]=1)[CH:32]=[O:33])([O-:28])=[O:27].Cl. (5) Given the product [CH:28]1([C:25]2[CH:26]=[CH:27][C:22]3[N:23]([C:19]([C:16]4[CH:15]=[CH:14][C:13]5[C:18](=[C:9]([OH:8])[CH:10]=[CH:11][CH:12]=5)[N:17]=4)=[N:20][N:21]=3)[CH:24]=2)[CH2:30][CH2:29]1, predict the reactants needed to synthesize it. The reactants are: [Si]([O:8][C:9]1[CH:10]=[CH:11][CH:12]=[C:13]2[C:18]=1[N:17]=[C:16]([C:19]1[N:23]3[CH:24]=[C:25]([CH:28]4[CH2:30][CH2:29]4)[CH:26]=[CH:27][C:22]3=[N:21][N:20]=1)[CH:15]=[CH:14]2)(C(C)(C)C)(C)C. (6) The reactants are: N1([CH2:5][CH2:6][CH2:7][N:8]2[C:16]([O:17][CH3:18])=[N:15][C:14]3[C:9]2=[N:10][C:11]([O:20][CH2:21][CH2:22][CH2:23][CH3:24])=[N:12][C:13]=3[NH2:19])CCC1.FC(F)(F)[C:27]([OH:29])=[O:28].C(O[C:37]1[NH:38][C:39](N)=C2C(N=1)=NC(OC)=N2)CCC.Br[CH2:50][CH2:51][CH2:52][CH2:53]Br.N1CCCCC1. Given the product [CH:27]([OH:29])=[O:28].[CH2:21]([O:20][C:11]1[N:10]=[C:9]2[C:14]([N:15]=[C:16]([O:17][CH3:18])[N:8]2[CH2:7][CH2:6][CH2:5][CH2:37][N:38]2[CH2:39][CH2:53][CH2:52][CH2:51][CH2:50]2)=[C:13]([NH2:19])[N:12]=1)[CH2:22][CH2:23][CH3:24], predict the reactants needed to synthesize it. (7) Given the product [CH2:13]([O:12][C:3]([CH:4]([CH2:17][CH2:18][CH2:19][CH2:20][C:21]([O:23][CH2:24][CH3:25])=[O:22])[C:5]([O:7][CH2:8][CH:9]=[CH2:10])=[O:6])=[O:11])[CH:14]=[CH2:15], predict the reactants needed to synthesize it. The reactants are: [H-].[Na+].[C:3]([O:12][CH2:13][CH:14]=[CH2:15])(=[O:11])[CH2:4][C:5]([O:7][CH2:8][CH:9]=[CH2:10])=[O:6].Br[CH2:17][CH2:18][CH2:19][CH2:20][C:21]([O:23][CH2:24][CH3:25])=[O:22].